From a dataset of Reaction yield outcomes from USPTO patents with 853,638 reactions. Predict the reaction yield, written as a fraction of the theoretical maximum amount of product (1.0 means a 100% yield; for example, 0.34 means a 34% yield). (1) The reactants are [N:1]1[CH:6]=[CH:5][CH:4]=[CH:3][C:2]=1[O:7][CH2:8][C:9]1[CH:14]=[CH:13][C:12]([CH2:15][OH:16])=[CH:11][CH:10]=1. The catalyst is [O-2].[O-2].[Mn+4].C(Cl)Cl. The product is [N:1]1[CH:6]=[CH:5][CH:4]=[CH:3][C:2]=1[O:7][CH2:8][C:9]1[CH:14]=[CH:13][C:12]([CH:15]=[O:16])=[CH:11][CH:10]=1. The yield is 0.420. (2) The reactants are [NH2:1][C:2]1[CH:9]=[CH:8][CH:7]=[C:6]([C:10]#[C:11][C:12]([CH3:15])([CH3:14])[CH3:13])[C:3]=1[C:4]#[N:5]. The catalyst is CCOC(C)=O.CCO.[Pd]. The product is [NH2:1][C:2]1[CH:9]=[CH:8][CH:7]=[C:6]([CH2:10][CH2:11][C:12]([CH3:15])([CH3:14])[CH3:13])[C:3]=1[C:4]#[N:5]. The yield is 0.880. (3) The catalyst is C1COCC1. The product is [C:20]([O:24][C:25]([N:27]1[C:36]2[C:31](=[CH:32][CH:33]=[C:34]([CH2:37][CH2:38][O:39][C:54]3[CH:53]=[C:52]4[C:57](=[CH:56][CH:55]=3)[N:49]([CH:45]([CH2:44][C:43]([O:42][CH2:40][CH3:41])=[O:59])[CH2:46][CH2:47][CH3:48])[CH:50]=[CH:51]4)[N:35]=2)[CH2:30][CH2:29][CH2:28]1)=[O:26])([CH3:23])([CH3:22])[CH3:21]. The yield is 0.130. The reactants are C1(P(C2C=CC=CC=2)C2C=CC=CC=2)C=CC=CC=1.[C:20]([O:24][C:25]([N:27]1[C:36]2[C:31](=[CH:32][CH:33]=[C:34]([CH2:37][CH2:38][OH:39])[N:35]=2)[CH2:30][CH2:29][CH2:28]1)=[O:26])([CH3:23])([CH3:22])[CH3:21].[CH2:40]([O:42][C:43](=[O:59])[CH2:44][CH:45]([N:49]1[C:57]2[C:52](=[CH:53][C:54](O)=[CH:55][CH:56]=2)[CH:51]=[CH:50]1)[CH2:46][CH2:47][CH3:48])[CH3:41].CC(OC(/N=N/C(OC(C)C)=O)=O)C.